From a dataset of Catalyst prediction with 721,799 reactions and 888 catalyst types from USPTO. Predict which catalyst facilitates the given reaction. (1) Reactant: C(O)(C(F)(F)F)=O.[OH:8][CH2:9][CH2:10][C:11]1[CH:36]=[CH:35][C:14]([CH2:15][N:16]2[CH2:34][CH2:33][C:19]3([O:24][CH2:23][CH2:22][N:21]([C:25]([C:27]4[N:28]=[C:29]([CH3:32])[S:30][CH:31]=4)=[O:26])[CH2:20]3)[CH2:18][CH2:17]2)=[CH:13][CH:12]=1.CC(OI1(OC(C)=O)(OC(C)=O)OC(=O)C2C=CC=CC1=2)=O.S([O-])([O-])(=O)=S.[Na+].[Na+].C(=O)(O)[O-].[Na+]. Product: [CH3:32][C:29]1[S:30][CH:31]=[C:27]([C:25]([N:21]2[CH2:20][C:19]3([CH2:33][CH2:34][N:16]([CH2:15][C:14]4[CH:13]=[CH:12][C:11]([CH2:10][CH:9]=[O:8])=[CH:36][CH:35]=4)[CH2:17][CH2:18]3)[O:24][CH2:23][CH2:22]2)=[O:26])[N:28]=1. The catalyst class is: 124. (2) Reactant: [NH:1]1[C:10]2[C:5](=[CH:6][CH:7]=[CH:8][CH:9]=2)[CH2:4][CH2:3][CH2:2]1.C(N(CC)CC)C.[O:18](C(C(F)(F)F)=O)[C:19]([C:21]([F:24])([F:23])[F:22])=O.O. Product: [F:22][C:21]([F:24])([F:23])[C:19]([N:1]1[C:10]2[C:5](=[CH:6][CH:7]=[CH:8][CH:9]=2)[CH2:4][CH2:3][CH2:2]1)=[O:18]. The catalyst class is: 28. (3) Reactant: C(S[C:4]1[N:5]=[C:6]([C:23]([F:26])([F:25])[F:24])[S:7][C:8]=1[C:9]1[N:21]([CH3:22])[C:12]2[CH:13]=[N:14][C:15]([C:17]([F:20])([F:19])[F:18])=[CH:16][C:11]=2[N:10]=1)C.[CH:27]1C=C(Cl)C=C(C(OO)=O)[CH:28]=1.[S:38]([O-:41])([O-])=[O:39].[Na+].[Na+]. Product: [CH2:27]([S:38]([C:4]1[N:5]=[C:6]([C:23]([F:25])([F:26])[F:24])[S:7][C:8]=1[C:9]1[N:21]([CH3:22])[C:12]2[CH:13]=[N:14][C:15]([C:17]([F:19])([F:20])[F:18])=[CH:16][C:11]=2[N:10]=1)(=[O:41])=[O:39])[CH3:28]. The catalyst class is: 754. (4) Reactant: O[CH2:2][CH2:3][CH:4]1[CH2:7][N:6]([C:8]([O:10][C:11]([CH3:14])([CH3:13])[CH3:12])=[O:9])[CH2:5]1.C1C=CC(P(C2C=CC=CC=2)C2C=CC=CC=2)=CC=1.N1C=CN=C1.[I:39]I. Product: [I:39][CH2:2][CH2:3][CH:4]1[CH2:7][N:6]([C:8]([O:10][C:11]([CH3:14])([CH3:13])[CH3:12])=[O:9])[CH2:5]1. The catalyst class is: 192. (5) Reactant: Cl.[C:2]([NH2:10])(=[NH:9])[C:3]1[CH:8]=[CH:7][CH:6]=[CH:5][CH:4]=1.C[O-].[Na+].Br[CH:15]([CH3:26])[C:16]([C:18]1[CH:23]=[CH:22][C:21]([Cl:24])=[CH:20][C:19]=1[Cl:25])=O. Product: [C:3]1([C:2]2[NH:9][C:15]([CH3:26])=[C:16]([C:18]3[CH:23]=[CH:22][C:21]([Cl:24])=[CH:20][C:19]=3[Cl:25])[N:10]=2)[CH:8]=[CH:7][CH:6]=[CH:5][CH:4]=1. The catalyst class is: 7. (6) Reactant: [CH3:1][N:2]([CH2:25][CH2:26][CH2:27][C:28]([OH:30])=O)[C:3]([C:5]1[CH:6]=[C:7]2[C:15](=[CH:16][CH:17]=1)[N:14]([CH3:18])[C:13]1[CH2:12][CH2:11][C@@H:10]([CH:19]3[CH2:24][CH2:23][O:22][CH2:21][CH2:20]3)[CH2:9][C:8]2=1)=[O:4].Cl.[O:32]([NH2:34])[CH3:33].F[P-](F)(F)(F)(F)F.N1(OC(N(C)C)=[N+](C)C)C2N=CC=CC=2N=N1.C(N(CC)C(C)C)(C)C. Product: [CH3:33][O:32][NH:34][C:28](=[O:30])[CH2:27][CH2:26][CH2:25][N:2]([CH3:1])[C:3]([C:5]1[CH:6]=[C:7]2[C:15](=[CH:16][CH:17]=1)[N:14]([CH3:18])[C:13]1[CH2:12][CH2:11][C@@H:10]([CH:19]3[CH2:24][CH2:23][O:22][CH2:21][CH2:20]3)[CH2:9][C:8]2=1)=[O:4]. The catalyst class is: 3. (7) Reactant: [C:1]([O:5][C:6]([NH:8][C@H:9]([CH3:12])[CH2:10][OH:11])=[O:7])([CH3:4])([CH3:3])[CH3:2].[H-].[Na+].[F:15][C:16]1[CH:23]=[CH:22][C:19]([CH2:20]Br)=[CH:18][CH:17]=1.O. Product: [C:1]([O:5][C:6]([NH:8][C@@H:9]([CH2:10][O:11][CH2:20][C:19]1[CH:22]=[CH:23][C:16]([F:15])=[CH:17][CH:18]=1)[CH3:12])=[O:7])([CH3:4])([CH3:3])[CH3:2]. The catalyst class is: 807.